Dataset: Full USPTO retrosynthesis dataset with 1.9M reactions from patents (1976-2016). Task: Predict the reactants needed to synthesize the given product. (1) Given the product [NH2:12][C@@H:4]1[CH2:5][C:6]2[C:11](=[CH:10][CH:9]=[CH:8][CH:7]=2)[C@H:3]1[O:2][CH3:1], predict the reactants needed to synthesize it. The reactants are: [CH3:1][O:2][C@@H:3]1[C:11]2[C:6](=[CH:7][CH:8]=[CH:9][CH:10]=2)[CH2:5][C@H:4]1[N:12]1C(=O)C2=CC=CC=C2C1=O.O.NN. (2) Given the product [CH3:42][O:41][C:39]([CH:23]1[CH2:24][CH:19]([CH2:18][CH2:17][O:16][CH2:9][C:10]2[CH:15]=[CH:14][CH:13]=[CH:12][CH:11]=2)[CH2:20][CH2:21][C:22]1=[O:25])=[O:40], predict the reactants needed to synthesize it. The reactants are: [Li+].CC([N-]C(C)C)C.[CH2:9]([O:16][CH2:17][CH2:18][CH:19]1[CH2:24][CH2:23][C:22](=[O:25])[CH2:21][CH2:20]1)[C:10]1[CH:15]=[CH:14][CH:13]=[CH:12][CH:11]=1.CN(P(N(C)C)(N(C)C)=O)C.C([C:39]([O:41][CH3:42])=[O:40])#N. (3) Given the product [CH2:36]([N:10]1[CH2:11][CH:12]2[CH:8]([CH:13]2[CH2:14][N:15]([C:23]2[CH:28]=[CH:27][C:26]([N:29]3[CH2:34][CH2:33][O:32][CH2:31][CH2:30]3)=[C:25]([F:35])[CH:24]=2)[C:16]([C:18]2[S:19][CH:20]=[CH:21][CH:22]=2)=[O:17])[CH2:9]1)[C:37]1[CH:42]=[CH:41][CH:40]=[CH:39][CH:38]=1, predict the reactants needed to synthesize it. The reactants are: FC(F)(F)C(O)=O.[CH:8]12[CH:13]([CH2:14][N:15]([C:23]3[CH:28]=[CH:27][C:26]([N:29]4[CH2:34][CH2:33][O:32][CH2:31][CH2:30]4)=[C:25]([F:35])[CH:24]=3)[C:16]([C:18]3[S:19][CH:20]=[CH:21][CH:22]=3)=[O:17])[CH:12]1[CH2:11][NH:10][CH2:9]2.[CH:36](=O)[C:37]1[CH:42]=[CH:41][CH:40]=[CH:39][CH:38]=1. (4) Given the product [NH2:1][C:2]1[N:6]([C:7]([C:9]2[CH:14]=[CH:13][CH:12]=[CH:11][C:10]=2[CH3:15])=[O:8])[N:5]=[C:4]([NH:16][C:17]2[CH:22]=[CH:21][CH:20]=[C:19]([O:23][CH2:31][C:32]#[N:33])[CH:18]=2)[N:3]=1, predict the reactants needed to synthesize it. The reactants are: [NH2:1][C:2]1[N:6]([C:7]([C:9]2[CH:14]=[CH:13][CH:12]=[CH:11][C:10]=2[CH3:15])=[O:8])[N:5]=[C:4]([NH:16][C:17]2[CH:22]=[CH:21][CH:20]=[C:19]([OH:23])[CH:18]=2)[N:3]=1.C([O-])([O-])=O.[K+].[K+].Br[CH2:31][C:32]#[N:33]. (5) Given the product [Cl:19][C:20]1[CH:21]=[CH:22][C:23]([C:26]2[CH:31]=[CH:30][C:29]([C:32]([NH:1][CH2:2][CH:3]3[CH2:8][CH2:7][CH2:6][N:5]([C:9]4[CH:18]=[CH:17][CH:16]=[CH:15][C:10]=4[C:11]([O:13][CH3:14])=[O:12])[CH2:4]3)=[O:33])=[CH:28][CH:27]=2)=[CH:24][CH:25]=1, predict the reactants needed to synthesize it. The reactants are: [NH2:1][CH2:2][CH:3]1[CH2:8][CH2:7][CH2:6][N:5]([C:9]2[CH:18]=[CH:17][CH:16]=[CH:15][C:10]=2[C:11]([O:13][CH3:14])=[O:12])[CH2:4]1.[Cl:19][C:20]1[CH:25]=[CH:24][C:23]([C:26]2[CH:31]=[CH:30][C:29]([C:32](O)=[O:33])=[CH:28][CH:27]=2)=[CH:22][CH:21]=1.O.ON1C2C=CC=CC=2N=N1.CN1CCOCC1.Cl.CN(C)CCCN=C=NCC. (6) Given the product [CH2:38]([N:42]([CH2:78][CH2:79][CH2:80][CH3:81])[C:43]([C:45]1[N:46]=[C:47]([C:58]2[CH:67]=[CH:66][C:61]([C:62]([O:64][CH3:65])=[O:63])=[CH:60][C:59]=2[C:68]([OH:70])=[O:69])[N:48]([CH2:50][CH2:51][N:52]2[CH2:53][CH2:54][O:55][CH2:56][CH2:57]2)[CH:49]=1)=[O:44])[CH2:39][CH2:40][CH3:41], predict the reactants needed to synthesize it. The reactants are: C(N(CCCC)C(C1N=C(C2C=CC(C(OC)=O)=CC=2C(O)=O)N(CCC2C=CC=CC=2)C=1)=O)CCC.[CH2:38]([N:42]([CH2:78][CH2:79][CH2:80][CH3:81])[C:43]([C:45]1[N:46]=[C:47]([C:58]2[CH:67]=[CH:66][C:61]([C:62]([O:64][CH3:65])=[O:63])=[CH:60][C:59]=2[C:68]([O:70]CC2C=CC=CC=2)=[O:69])[N:48]([CH2:50][CH2:51][N:52]2[CH2:57][CH2:56][O:55][CH2:54][CH2:53]2)[CH:49]=1)=[O:44])[CH2:39][CH2:40][CH3:41].